From a dataset of Forward reaction prediction with 1.9M reactions from USPTO patents (1976-2016). Predict the product of the given reaction. (1) Given the reactants [NH2:1][C:2]1[C:3]([C:11]#[C:12][C:13]2[CH:18]=[CH:17][N:16]=[C:15]([NH:19][C:20](=[O:22])[CH3:21])[CH:14]=2)=[N:4][CH:5]=[CH:6][C:7]=1[CH:8]([OH:10])[CH3:9].[C:23](O)([C:25]([F:28])([F:27])[F:26])=[O:24].CCCCCCCCCCCCOS([O-])(=O)=O.[Na+], predict the reaction product. The product is: [C:20]([NH:19][C:15]1[CH:14]=[C:13]([C:12]#[C:11][C:3]2[C:2]([NH:1][C:23](=[O:24])[C:25]([F:28])([F:27])[F:26])=[C:7]([CH:8]([OH:10])[CH3:9])[CH:6]=[CH:5][N:4]=2)[CH:18]=[CH:17][N:16]=1)(=[O:22])[CH3:21]. (2) The product is: [F:1][C:2]1[CH:7]=[CH:6][C:5]([C:8]2[C:16]([C:17](=[N:23][OH:24])[CH:18]([CH3:20])[CH3:19])=[C:11]3[CH:12]=[CH:13][CH:14]=[CH:15][N:10]3[N:9]=2)=[CH:4][CH:3]=1. Given the reactants [F:1][C:2]1[CH:7]=[CH:6][C:5]([C:8]2[C:16]([C:17](=O)[CH:18]([CH3:20])[CH3:19])=[C:11]3[CH:12]=[CH:13][CH:14]=[CH:15][N:10]3[N:9]=2)=[CH:4][CH:3]=1.Cl.[NH2:23][OH:24].[OH-].[Na+].Cl, predict the reaction product.